This data is from Reaction yield outcomes from USPTO patents with 853,638 reactions. The task is: Predict the reaction yield, written as a fraction of the theoretical maximum amount of product (1.0 means a 100% yield; for example, 0.34 means a 34% yield). (1) The reactants are [CH3:1][O:2][C:3]1[N:8]=[C:7]([N:9]2[C:13]3=[N:14][CH:15]=[N:16][C:17](O)=[C:12]3[CH:11]=[N:10]2)[CH:6]=[CH:5][CH:4]=1.P(Cl)(Cl)([Cl:21])=O. The catalyst is CN(C=O)C. The product is [Cl:21][C:17]1[N:16]=[CH:15][N:14]=[C:13]2[N:9]([C:7]3[CH:6]=[CH:5][CH:4]=[C:3]([O:2][CH3:1])[N:8]=3)[N:10]=[CH:11][C:12]=12. The yield is 0.800. (2) The reactants are [CH3:1][O:2][C:3]([C:5]1[C:10]([Cl:11])=[C:9]([NH2:12])[N:8]=[C:7]([C:13]2[CH:18]=[CH:17][C:16]([Cl:19])=[C:15]([S:20][CH3:21])[C:14]=2[F:22])[N:6]=1)=[O:4].OO.S([O-])([O-])=[O:26].[Na+].[Na+]. The catalyst is C(O)C(F)(F)F. The product is [CH3:1][O:2][C:3]([C:5]1[C:10]([Cl:11])=[C:9]([NH2:12])[N:8]=[C:7]([C:13]2[CH:18]=[CH:17][C:16]([Cl:19])=[C:15]([S:20]([CH3:21])=[O:26])[C:14]=2[F:22])[N:6]=1)=[O:4]. The yield is 0.850. (3) The reactants are [C:1]([C@H:5]1[CH2:10][CH2:9][C@H:8]([O:11][C:12]2[CH:13]=[C:14]3[C:19](=[CH:20][CH:21]=2)[CH2:18][C@H:17]([C@:22]2([CH3:28])[CH2:26][O:25]C(=O)[NH:23]2)[CH2:16][CH2:15]3)[CH2:7][CH2:6]1)([CH3:4])([CH3:3])[CH3:2].[OH-].[Li+].C(O)C.O. No catalyst specified. The product is [NH2:23][C@@:22]([C@@H:17]1[CH2:16][CH2:15][C:14]2[C:19](=[CH:20][CH:21]=[C:12]([O:11][C@H:8]3[CH2:7][CH2:6][C@H:5]([C:1]([CH3:4])([CH3:3])[CH3:2])[CH2:10][CH2:9]3)[CH:13]=2)[CH2:18]1)([CH3:28])[CH2:26][OH:25]. The yield is 0.490. (4) The reactants are C([C:4]1[C:5]([S:10][CH2:11][CH2:12][C:13]([OH:15])=O)=[N:6][CH:7]=[CH:8][CH:9]=1)(O)=O.C([O-])(=O)C.[Na+].C(OC(=O)C)(=O)C. No catalyst specified. The product is [S:10]1[C:5]2=[N:6][CH:7]=[CH:8][CH:9]=[C:4]2[C:13](=[O:15])[CH2:12][CH2:11]1. The yield is 0.270. (5) The reactants are [Cl:1][C:2]1[CH:7]=[C:6]([O:8][C:9]2[C:18]3[C:13](=[CH:14][C:15]([OH:21])=[C:16]([O:19][CH3:20])[CH:17]=3)[N:12]=[CH:11][CH:10]=2)[CH:5]=[CH:4][C:3]=1[NH:22][C:23]([NH:25][CH2:26][CH2:27][CH3:28])=[O:24].C(=O)([O-])[O-].[K+].[K+].Cl.Cl[CH2:37][C:38]1[CH:39]=[N:40][CH:41]=[CH:42][CH:43]=1.O. The catalyst is CN(C)C=O. The product is [Cl:1][C:2]1[CH:7]=[C:6]([O:8][C:9]2[C:18]3[C:13](=[CH:14][C:15]([O:21][CH2:37][C:38]4[CH:39]=[N:40][CH:41]=[CH:42][CH:43]=4)=[C:16]([O:19][CH3:20])[CH:17]=3)[N:12]=[CH:11][CH:10]=2)[CH:5]=[CH:4][C:3]=1[NH:22][C:23]([NH:25][CH2:26][CH2:27][CH3:28])=[O:24]. The yield is 0.710. (6) The product is [NH2:6][C:7]1[CH:8]=[CH:9][CH:10]=[CH:11][C:1]=1[C:2]([NH:16][O:14][CH3:15])=[O:4]. The reactants are [C:1]12[C:7](=[CH:8][CH:9]=[CH:10][CH:11]=1)[NH:6]C(=O)[O:4][C:2]2=O.Cl.[O:14]([NH2:16])[CH3:15].C(N(CC)CC)C. The catalyst is CCO.O. The yield is 0.880. (7) The reactants are [CH3:1][O:2][CH2:3][C:4]([NH:6][C:7]1[CH:8]=[C:9]([C:13]2[C:21]3[C:16](=[CH:17][CH:18]=[C:19]([C:22]([NH2:24])=[O:23])[CH:20]=3)[N:15](C3CCCCO3)[N:14]=2)[CH:10]=[CH:11][CH:12]=1)=[O:5]. The catalyst is C1(C)C=CC=CC=1.Cl. The product is [CH3:1][O:2][CH2:3][C:4]([NH:6][C:7]1[CH:8]=[C:9]([C:13]2[C:21]3[C:16](=[CH:17][CH:18]=[C:19]([C:22]([NH2:24])=[O:23])[CH:20]=3)[NH:15][N:14]=2)[CH:10]=[CH:11][CH:12]=1)=[O:5]. The yield is 0.405.